The task is: Binary Classification. Given a miRNA mature sequence and a target amino acid sequence, predict their likelihood of interaction.. This data is from Experimentally validated miRNA-target interactions with 360,000+ pairs, plus equal number of negative samples. (1) The miRNA is hsa-miR-4669 with sequence UGUGUCCGGGAAGUGGAGGAGG. The protein sequence of the target gene is MAEGEITTFAALTERFNLPLGNYKKPKLLYCSNGGHFLRILPDGTVDGTRDRSDQHIQLQLSAESAGEVYIKGTETGQYLAMDTEGLLYGSQTPNEECLFLERLEENHYNTYTSKKHAEKNWFVGLKKNGSCKRGPRTHYGQKAILFLPLPVSSD. Result: 0 (no interaction). (2) The miRNA is mmu-miR-466p-3p with sequence AUACAUACACGCACACAUAAGA. The protein sequence of the target gene is MIQNVGNHLRRGFASMFSNRTSRKSISHPESGDPPTMAEGEGYRNPTEVQMSQLVLPCHTNHRGELSIGQLLKWIDTTACLSAERHAGCPCVTASMDDIYFDHTISVGQVVNIKAKVNRAFNSSMEVGIQVVSEDLCSEKQWSVCKALATFVAHRELSKVKLKQVIPLTEEEKTEHGVAAERRRMRLVYADTIKDLLTHCVIQDDLDKDCSNMVPAEKTRVESVELVLPPHANHQGNTFGGQIMAWMENVATIAASRLCHAHPTLKAIEMFHFRGPSQVGDRLVLKAIVNNAFKHSMEVG.... Result: 1 (interaction). (3) The miRNA is mmu-miR-3087-3p with sequence UAACUCACUGUCAUGUCCUCA. The protein sequence of the target gene is MKLKQRVVLLAILLVIFIFTKVFLIDNLDTSAANREDQRAFHRMMTGLRVELVPKLDHTLQSPWEIAAQWVVPREVYPEETPELGAIMHAMATKKIIKADVGYKGTQLKALLILEGGQKVVFKPKRYSRDYVVEGEPYAGYDRHNAEVAAFHLDRILGFRRAPLVVGRYVNLRTEVKPVATEQLLSTFLTVGNNTCFYGKCYYCRETEPACADGDMMEGSVTLWLPDVWPLQKHRHPWGRTYREGKLARWEYDESYCDAVKKTSPYDSGPRLLDIIDTAVFDYLIGNADRHHYESFQDDE.... Result: 1 (interaction). (4) The miRNA is hsa-miR-5685 with sequence ACAGCCCAGCAGUUAUCACGGG. The protein sequence of the target gene is MLRAALPALLLPLLGLAAAAVADCPSSTWIQFQDSCYIFLQEAIKVESIEDVRNQCTDHGADMISIHNEEENAFILDTLKKQWKGPDDILLGMFYDTDDASFKWFDNSNMTFDKWTDQDDDEDLVDTCAFLHIKTGEWKKGNCEVSSVEGTLCKTAIPYKRKYLSDNHILISALVIASTVILTVLGAIIWFLYKKHSDSRFTTVFSTAPQSPYNEDCVLVVGEENEYPVQFD. Result: 1 (interaction). (5) The miRNA is hsa-miR-26a-5p with sequence UUCAAGUAAUCCAGGAUAGGCU. The protein sequence of the target gene is MMTAESREATGLSPQAAQEKDGIVIVKVEEEDEEDHMWGQDSTLQDTPPPDPEIFRQRFRRFCYQNTFGPREALSRLKELCHQWLRPEINTKEQILELLVLEQFLSILPKELQVWLQEYRPDSGEEAVTLLEDLELDLSGQQVPGQVHGPEMLARGMVPLDPVQESSSFDLHHEATQSHFKHSSRKPRLLQSRALPAAHIPAPPHEGSPRDQAMASALFTADSQAMVKIEDMAVSLILEEWGCQNLARRNLSRDNRQENYGSAFPQGGENRNENEESTSKAETSEDSASRGETTGRSQKE.... Result: 1 (interaction).